From a dataset of Full USPTO retrosynthesis dataset with 1.9M reactions from patents (1976-2016). Predict the reactants needed to synthesize the given product. (1) Given the product [CH:13]([C:6]1[CH:7]=[C:8]([CH:10]([CH3:11])[CH3:12])[CH:9]=[C:4]([CH:1]([CH3:3])[CH3:2])[C:5]=1[S:16]([O-:19])(=[O:17])=[O:18])([CH3:14])[CH3:15].[CH:54]([O:56][CH2:57][CH2:58][O:20][C:21]1[CH:26]=[CH:25][C:24]([S+:27]([C:34]2[CH:35]=[CH:36][CH:37]=[CH:38][CH:39]=2)[C:28]2[CH:33]=[CH:32][CH:31]=[CH:30][CH:29]=2)=[CH:23][CH:22]=1)=[CH2:55], predict the reactants needed to synthesize it. The reactants are: [CH:1]([C:4]1[CH:9]=[C:8]([CH:10]([CH3:12])[CH3:11])[CH:7]=[C:6]([CH:13]([CH3:15])[CH3:14])[C:5]=1[S:16]([O-:19])(=[O:18])=[O:17])([CH3:3])[CH3:2].[OH:20][C:21]1[CH:26]=[CH:25][C:24]([S+:27]([C:34]2[CH:39]=[CH:38][CH:37]=[CH:36][CH:35]=2)[C:28]2[CH:33]=[CH:32][CH:31]=[CH:30][CH:29]=2)=[CH:23][CH:22]=1.C(=O)([O-])[O-].[K+].[K+].CN(C)CCN(C)C.[CH:54]([O:56][CH2:57][CH2:58]Cl)=[CH2:55]. (2) Given the product [Br:1][C:2]1[N:7]=[C:6]([C:8]([N:10]2[CH2:15][CH2:14][C:13]([OH:16])([C:19]([F:22])([F:21])[F:20])[CH2:12][CH2:11]2)=[O:9])[CH:5]=[CH:4][CH:3]=1, predict the reactants needed to synthesize it. The reactants are: [Br:1][C:2]1[N:7]=[C:6]([C:8]([N:10]2[CH2:15][CH2:14][C:13](=[O:16])[CH2:12][CH2:11]2)=[O:9])[CH:5]=[CH:4][CH:3]=1.C[Si](C)(C)[C:19]([F:22])([F:21])[F:20].[F-].C([N+](CCCC)(CCCC)CCCC)CCC.[Cl-].[NH4+]. (3) Given the product [CH:62]1([CH2:61][O:60][C:52]2[CH:53]=[CH:54][C:55]3[O:56][CH2:57][O:58][C:59]=3[C:51]=2[C:50]2[C:45]3[NH:44][CH:43]=[C:42]([C:40]([NH:39][C@H:9]([CH2:8][C:5]4[CH:6]=[CH:7][C:2]([N:65]5[CH2:69][CH2:68][CH2:67][C:66]5=[O:70])=[CH:3][CH:4]=4)[C:10]([N:12]4[CH2:17][CH2:16][CH:15]([N:18]5[N:27]=[C:26]([C:28]6[CH:33]=[CH:32][C:31]([O:34][CH3:35])=[C:30]([O:36][CH3:37])[CH:29]=6)[C@@H:25]6[C@@H:20]([CH2:21][CH2:22][CH2:23][CH2:24]6)[C:19]5=[O:38])[CH2:14][CH2:13]4)=[O:11])=[O:41])[C:46]=3[N:47]=[CH:48][N:49]=2)[CH2:64][CH2:63]1, predict the reactants needed to synthesize it. The reactants are: Br[C:2]1[CH:7]=[CH:6][C:5]([CH2:8][C@@H:9]([NH:39][C:40]([C:42]2[C:46]3[N:47]=[CH:48][N:49]=[C:50]([C:51]4[C:59]5[O:58][CH2:57][O:56][C:55]=5[CH:54]=[CH:53][C:52]=4[O:60][CH2:61][CH:62]4[CH2:64][CH2:63]4)[C:45]=3[NH:44][CH:43]=2)=[O:41])[C:10]([N:12]2[CH2:17][CH2:16][CH:15]([N:18]3[N:27]=[C:26]([C:28]4[CH:33]=[CH:32][C:31]([O:34][CH3:35])=[C:30]([O:36][CH3:37])[CH:29]=4)[C@@H:25]4[C@@H:20]([CH2:21][CH2:22][CH2:23][CH2:24]4)[C:19]3=[O:38])[CH2:14][CH2:13]2)=[O:11])=[CH:4][CH:3]=1.[NH:65]1[CH2:69][CH2:68][CH2:67][C:66]1=[O:70].CC1(C)C2C(=C(P(C3C=CC=CC=3)C3C=CC=CC=3)C=CC=2)OC2C(P(C3C=CC=CC=3)C3C=CC=CC=3)=CC=CC1=2.C([O-])([O-])=O.[Cs+].[Cs+]. (4) Given the product [OH:32][C:26]([C:28]([F:31])([F:30])[F:29])=[O:27].[NH2:14][C@@H:13]([CH2:12][CH2:11][CH2:10][CH2:9][NH:8][C:7]([O:6][CH2:5][CH2:4][N:1]=[N+:2]=[N-:3])=[O:25])[C:22]([OH:24])=[O:23], predict the reactants needed to synthesize it. The reactants are: [N:1]([CH2:4][CH2:5][O:6][C:7](=[O:25])[NH:8][CH2:9][CH2:10][CH2:11][CH2:12][C@@H:13]([C:22]([OH:24])=[O:23])[NH:14]C(=O)OC(C)(C)C)=[N+:2]=[N-:3].[C:26]([OH:32])([C:28]([F:31])([F:30])[F:29])=[O:27]. (5) The reactants are: C[Si](C)(C)[CH2:3][C:4]1[O:8][N:7]=[C:6]([CH3:9])[CH:5]=1.C([Li])CCC.[C:17]([O:21][C:22]([N:24]1[CH2:29][CH2:28][C:27](=O)[CH2:26][CH2:25]1)=[O:23])([CH3:20])([CH3:19])[CH3:18]. Given the product [C:17]([O:21][C:22]([N:24]1[CH2:29][CH2:28][C:27](=[CH:3][C:4]2[O:8][N:7]=[C:6]([CH3:9])[CH:5]=2)[CH2:26][CH2:25]1)=[O:23])([CH3:20])([CH3:18])[CH3:19], predict the reactants needed to synthesize it. (6) Given the product [CH3:1][O:2][C:3](=[O:22])[C:4]1[CH:20]=[CH:19][C:7]([C:8]([NH:10][CH2:11][C:12]2[CH:17]=[CH:16][CH:15]=[C:14]([O:18][Si:27]([C:24]([CH3:26])([CH3:25])[CH3:23])([CH3:29])[CH3:28])[CH:13]=2)=[O:9])=[CH:6][C:5]=1[Cl:21], predict the reactants needed to synthesize it. The reactants are: [CH3:1][O:2][C:3](=[O:22])[C:4]1[CH:20]=[CH:19][C:7]([C:8]([NH:10][CH2:11][C:12]2[CH:17]=[CH:16][CH:15]=[C:14]([OH:18])[CH:13]=2)=[O:9])=[CH:6][C:5]=1[Cl:21].[CH3:23][C:24]([Si:27](Cl)([CH3:29])[CH3:28])([CH3:26])[CH3:25].N1C=CN=C1.